From a dataset of Reaction yield outcomes from USPTO patents with 853,638 reactions. Predict the reaction yield, written as a fraction of the theoretical maximum amount of product (1.0 means a 100% yield; for example, 0.34 means a 34% yield). The reactants are [F:1][CH:2]([F:37])[C:3]1[N:7]([C:8]2[N:13]=[C:12]([N:14]3[CH2:19][CH2:18][O:17][CH2:16][CH2:15]3)[N:11]=[C:10]([N:20]([CH:27]3[CH2:32][CH2:31][NH:30][CH2:29][CH2:28]3)[CH2:21][CH2:22][CH2:23][N:24]([CH3:26])[CH3:25])[N:9]=2)[C:6]2[CH:33]=[CH:34][CH:35]=[CH:36][C:5]=2[N:4]=1.[CH3:38][S:39](Cl)(=[O:41])=[O:40]. No catalyst specified. The product is [F:37][CH:2]([F:1])[C:3]1[N:7]([C:8]2[N:13]=[C:12]([N:14]3[CH2:15][CH2:16][O:17][CH2:18][CH2:19]3)[N:11]=[C:10]([N:20]([CH:27]3[CH2:32][CH2:31][N:30]([S:39]([CH3:38])(=[O:41])=[O:40])[CH2:29][CH2:28]3)[CH2:21][CH2:22][CH2:23][N:24]([CH3:26])[CH3:25])[N:9]=2)[C:6]2[CH:33]=[CH:34][CH:35]=[CH:36][C:5]=2[N:4]=1. The yield is 0.900.